From a dataset of Full USPTO retrosynthesis dataset with 1.9M reactions from patents (1976-2016). Predict the reactants needed to synthesize the given product. Given the product [F:1][C:2]1[CH:3]=[CH:4][C:5]([C:8]2[N:9]=[C:10]3[CH:15]=[CH:14][C:13]([NH2:16])=[CH:12][N:11]3[CH:19]=2)=[CH:6][CH:7]=1, predict the reactants needed to synthesize it. The reactants are: [F:1][C:2]1[CH:7]=[CH:6][C:5]([C:8]2[N:9]=[C:10]3[CH:15]=[CH:14][C:13]([N+:16]([O-])=O)=[CH:12][N:11]3[CH:19]=2)=[CH:4][CH:3]=1.C(OC)(C)(C)C.